This data is from Catalyst prediction with 721,799 reactions and 888 catalyst types from USPTO. The task is: Predict which catalyst facilitates the given reaction. Reactant: Cl[C:2]1[C:7]([C:8]2[CH:13]=[CH:12][C:11]([Cl:14])=[CH:10][CH:9]=2)=[C:6]([Cl:15])[N:5]=[CH:4][N:3]=1.[K].[S:17]1[CH:21]=[CH:20][CH:19]=[C:18]1[CH2:22][CH2:23][S:24]([NH2:27])(=[O:26])=[O:25].CCN(C(C)C)C(C)C. Product: [Cl:15][C:6]1[N:5]=[CH:4][N:3]=[C:2]([NH:27][S:24]([CH2:23][CH2:22][C:18]2[S:17][CH:21]=[CH:20][CH:19]=2)(=[O:26])=[O:25])[C:7]=1[C:8]1[CH:13]=[CH:12][C:11]([Cl:14])=[CH:10][CH:9]=1. The catalyst class is: 58.